Dataset: Forward reaction prediction with 1.9M reactions from USPTO patents (1976-2016). Task: Predict the product of the given reaction. (1) Given the reactants [CH3:1][C:2]1[N:7]=[C:6]([C:8]2[CH:9]=[C:10](B(O)O)[CH:11]=[CH:12][CH:13]=2)[CH:5]=[C:4]([C:17]2[CH:22]=[CH:21][C:20]([C:23]([F:26])([F:25])[F:24])=[CH:19][CH:18]=2)[CH:3]=1.Br[C:28]1[C:29]([F:39])=[CH:30][C:31]([F:38])=[C:32]([S:34]([NH2:37])(=[O:36])=[O:35])[CH:33]=1, predict the reaction product. The product is: [F:38][C:31]1[CH:30]=[C:29]([F:39])[C:28]([C:10]2[CH:11]=[CH:12][CH:13]=[C:8]([C:6]3[CH:5]=[C:4]([C:17]4[CH:22]=[CH:21][C:20]([C:23]([F:25])([F:26])[F:24])=[CH:19][CH:18]=4)[CH:3]=[C:2]([CH3:1])[N:7]=3)[CH:9]=2)=[CH:33][C:32]=1[S:34]([NH2:37])(=[O:36])=[O:35]. (2) Given the reactants Br[C:2]1[CH:10]=[C:9]([C:11]([F:14])([F:13])[F:12])[CH:8]=[C:7]2[C:3]=1[CH2:4][CH2:5][N:6]2[C:15](=[O:19])[CH:16]([CH3:18])[CH3:17].CC1(C)C(C)(C)OB([C:28]2[O:32][C:31]([Si](C(C)C)(C(C)C)C(C)C)=[N:30][CH:29]=2)O1.C(=O)([O-])[O-].[K+].[K+].COCCOC, predict the reaction product. The product is: [CH3:17][CH:16]([CH3:18])[C:15]([N:6]1[C:7]2[C:3](=[C:2]([C:28]3[O:32][CH:31]=[N:30][CH:29]=3)[CH:10]=[C:9]([C:11]([F:14])([F:13])[F:12])[CH:8]=2)[CH2:4][CH2:5]1)=[O:19]. (3) Given the reactants [CH:1]1([C:4]2[CH:9]=[CH:8][N:7]=[CH:6][C:5]=2[N:10]2[CH2:19][CH2:18][C:17]3[C:12](=[CH:13][CH:14]=[C:15]([F:20])[CH:16]=3)[C:11]2=[O:21])[CH2:3][CH2:2]1.OS(O)(=O)=O.[N+:27]([O-])([O-:29])=[O:28].[K+], predict the reaction product. The product is: [CH:1]1([C:4]2[CH:9]=[CH:8][N:7]=[CH:6][C:5]=2[N:10]2[CH2:19][CH2:18][C:17]3[C:12](=[CH:13][C:14]([N+:27]([O-:29])=[O:28])=[C:15]([F:20])[CH:16]=3)[C:11]2=[O:21])[CH2:3][CH2:2]1. (4) Given the reactants Br[C:2]#[C:3][CH2:4][CH2:5][CH2:6][CH2:7][CH2:8][CH2:9][CH2:10][CH2:11][CH2:12][C:13]([O:15]C)=[O:14].[C:17]([C:19]1[O:20][CH:21]=[CH:22][CH:23]=1)#[CH:18], predict the reaction product. The product is: [O:20]1[CH:21]=[CH:22][CH:23]=[C:19]1[C:17]#[C:18][C:2]#[C:3]/[CH:4]=[CH:5]\[CH2:6][CH2:7][CH2:8][CH2:9][CH2:10][CH2:11][CH2:12][C:13]([OH:15])=[O:14]. (5) Given the reactants OS(O)(=O)=O.O=S(=O)=O.O[C:11]12[CH2:20][CH:15]3[CH2:16][CH:17]([CH2:19][CH:13]([C:14]3=[O:21])[CH2:12]1)[CH2:18]2.[Na+].[Cl-].[CH:24]([OH:26])=[O:25], predict the reaction product. The product is: [O:21]=[C:14]1[CH:15]2[CH2:20][C:11]3([C:24]([OH:26])=[O:25])[CH2:18][CH:17]([CH2:19][CH:13]1[CH2:12]3)[CH2:16]2. (6) Given the reactants [CH2:1]([N:8]([CH:29]1[CH2:37][C:36]2[C:31](=[CH:32][C:33]([CH2:40][CH3:41])=[C:34]([CH2:38][CH3:39])[CH:35]=2)[CH2:30]1)[CH2:9][C:10]([C:12]1[CH:17]=[CH:16][C:15]([O:18][CH2:19][C:20]2[CH:25]=[CH:24][CH:23]=[CH:22][CH:21]=2)=[C:14]([N+:26]([O-])=O)[CH:13]=1)=[O:11])[C:2]1[CH:7]=[CH:6][CH:5]=[CH:4][CH:3]=1, predict the reaction product. The product is: [NH2:26][C:14]1[CH:13]=[C:12]([C:10](=[O:11])[CH2:9][N:8]([CH2:1][C:2]2[CH:3]=[CH:4][CH:5]=[CH:6][CH:7]=2)[CH:29]2[CH2:30][C:31]3[C:36](=[CH:35][C:34]([CH2:38][CH3:39])=[C:33]([CH2:40][CH3:41])[CH:32]=3)[CH2:37]2)[CH:17]=[CH:16][C:15]=1[O:18][CH2:19][C:20]1[CH:21]=[CH:22][CH:23]=[CH:24][CH:25]=1. (7) Given the reactants C[O:2][C:3](=[O:35])[CH:4]([CH2:27][C@H:28]1[CH2:33][CH2:32][C@@H:31]([OH:34])[CH2:30][CH2:29]1)[CH2:5][CH2:6][NH:7][C@@H:8]1[C@@H:17]([O:18][CH3:19])[CH2:16][C:15]2[C:10](=[CH:11][C:12]([C:20](=[O:22])[NH2:21])=[CH:13][CH:14]=2)[C:9]1([CH2:25][CH3:26])[CH2:23][CH3:24].O.[OH-].[Na+], predict the reaction product. The product is: [C:20]([C:12]1[CH:11]=[C:10]2[C:15]([CH2:16][C@H:17]([O:18][CH3:19])[C@@H:8]([NH:7][CH2:6][CH2:5][CH:4]([CH2:27][C@H:28]3[CH2:33][CH2:32][C@@H:31]([OH:34])[CH2:30][CH2:29]3)[C:3]([OH:35])=[O:2])[C:9]2([CH2:23][CH3:24])[CH2:25][CH3:26])=[CH:14][CH:13]=1)(=[O:22])[NH2:21]. (8) Given the reactants [CH3:1][C:2]([CH3:7])([CH3:6])[C:3]([NH2:5])=[O:4].[C:8](=O)([O-])[O-:9].[K+].[K+], predict the reaction product. The product is: [OH:9][CH2:8][NH:5][C:3](=[O:4])[C:2]([CH3:7])([CH3:6])[CH3:1]. (9) Given the reactants [H-].[Na+].C(OP([CH2:11][C:12]([O:14][C:15]([CH3:18])([CH3:17])[CH3:16])=[O:13])(OCC)=O)C.[CH:19]([C:21]1[CH:22]=[C:23]([CH:28]=[CH:29][CH:30]=1)[C:24]([O:26][CH3:27])=[O:25])=O.O, predict the reaction product. The product is: [C:15]([O:14][C:12](=[O:13])/[CH:11]=[CH:19]/[C:21]1[CH:22]=[C:23]([CH:28]=[CH:29][CH:30]=1)[C:24]([O:26][CH3:27])=[O:25])([CH3:16])([CH3:17])[CH3:18]. (10) Given the reactants Br[C:2]1[CH:3]=[N:4][CH:5]=[C:6]([C:8]2([C:11]3[O:15][N:14]=[C:13]([CH:16]4[CH2:18][CH2:17]4)[N:12]=3)[CH2:10][CH2:9]2)[CH:7]=1.[B:19]1(B2OC(C)(C)C(C)(C)O2)[O:23]C(C)(C)C(C)(C)[O:20]1.C1(P(C2CCCCC2)C2CCCCC2)CCCCC1.C([O-])(=O)C.[K+], predict the reaction product. The product is: [CH:16]1([C:13]2[N:12]=[C:11]([C:8]3([C:6]4[CH:7]=[C:2]([B:19]([OH:23])[OH:20])[CH:3]=[N:4][CH:5]=4)[CH2:10][CH2:9]3)[O:15][N:14]=2)[CH2:18][CH2:17]1.